From a dataset of Full USPTO retrosynthesis dataset with 1.9M reactions from patents (1976-2016). Predict the reactants needed to synthesize the given product. (1) Given the product [NH2:1][C:2]1[O:3][CH2:4][C:5]2([N:22]=1)[C:18]1([CH3:19])[CH:13]([CH2:14][CH2:15][CH:16]([OH:20])[CH2:17]1)[O:12][C:11]1[C:6]2=[CH:7][C:8]([C:26]2[CH:27]=[N:28][CH:29]=[C:24]([Cl:23])[CH:25]=2)=[CH:9][CH:10]=1, predict the reactants needed to synthesize it. The reactants are: [NH2:1][C:2]1[O:3][CH2:4][C:5]2([N:22]=1)[C:18]1([CH3:19])[CH:13]([CH2:14][CH2:15][CH:16]([OH:20])[CH2:17]1)[O:12][C:11]1[C:6]2=[CH:7][C:8](Br)=[CH:9][CH:10]=1.[Cl:23][C:24]1[CH:25]=[C:26](B(O)O)[CH:27]=[N:28][CH:29]=1.C([O-])([O-])=O.[Na+].[Na+]. (2) Given the product [Cl:1][C:2]1[CH:7]=[C:6]([C:8]#[C:9][C:18]2[CH:19]=[CH:20][C:11]([F:10])=[C:12]([CH:17]=2)[C:13]([NH:15][CH3:16])=[O:14])[CH:5]=[N:4][CH:3]=1, predict the reactants needed to synthesize it. The reactants are: [Cl:1][C:2]1[CH:3]=[N:4][CH:5]=[C:6]([C:8]#[CH:9])[CH:7]=1.[F:10][C:11]1[CH:20]=[CH:19][C:18](I)=[CH:17][C:12]=1[C:13]([NH:15][CH3:16])=[O:14].C(N(CC)CC)C.